From a dataset of Antibody developability classification from SAbDab with 2,409 antibodies. Regression/Classification. Given an antibody's heavy chain and light chain sequences, predict its developability. TAP uses regression for 5 developability metrics; SAbDab uses binary classification. The antibody is ['EVQLVESGGGLVQPGGSLRLSCAASGFNIYYYSMHWVRQAPGKGLEWVASIYSSYSYTSYADSVKGRFTISADTSKNTAYLQMNSLRAEDTAVYYCARSSPGADYGLDYWGQGTLVTVSS', 'DIQMTQSPSSLSASVGDRVTITCRASQSVSSAVAWYQQKPGKAPKLLIYSASSLYSGVPSRFSGSRSGTDFTLTISSLQPEDFATYYCQQWAYGPFTFGQGTKVEIK']. Result: 0 (not developable).